The task is: Predict the product of the given reaction.. This data is from Forward reaction prediction with 1.9M reactions from USPTO patents (1976-2016). Given the reactants [OH:1][C:2]1[CH:9]=[CH:8][C:7]([O:10][CH3:11])=[CH:6][C:3]=1[CH:4]=O.Cl.Cl[CH2:14][C:15]1[CH:20]=[CH:19][N:18]=[CH:17][CH:16]=1.C(=O)([O-])[O-].[K+].[K+].[I-].[K+], predict the reaction product. The product is: [CH3:11][O:10][C:7]1[CH:8]=[CH:9][C:2]2[O:1][C:14]([C:15]3[CH:20]=[CH:19][N:18]=[CH:17][CH:16]=3)=[CH:4][C:3]=2[CH:6]=1.